Dataset: Full USPTO retrosynthesis dataset with 1.9M reactions from patents (1976-2016). Task: Predict the reactants needed to synthesize the given product. (1) The reactants are: [CH2:1]([N:8]1[C:12]([CH3:13])=[C:11]([CH2:14][C:15]([OH:17])=[O:16])[C:10]([CH3:18])=[N:9]1)[C:2]1[CH:7]=[CH:6][CH:5]=[CH:4][CH:3]=1.[C:19]([O-])(O)=O.[Na+]. Given the product [CH3:19][O:16][C:15](=[O:17])[CH2:14][C:11]1[C:10]([CH3:18])=[N:9][N:8]([CH2:1][C:2]2[CH:7]=[CH:6][CH:5]=[CH:4][CH:3]=2)[C:12]=1[CH3:13], predict the reactants needed to synthesize it. (2) Given the product [CH3:14][S:15][C:2]1[CH:9]=[CH:8][C:5]([CH:6]=[O:7])=[C:4]([C:10]([F:13])([F:12])[F:11])[CH:3]=1, predict the reactants needed to synthesize it. The reactants are: F[C:2]1[CH:9]=[CH:8][C:5]([CH:6]=[O:7])=[C:4]([C:10]([F:13])([F:12])[F:11])[CH:3]=1.[CH3:14][S-:15].[Na+]. (3) Given the product [Cl:1][C:2]1[C:7]([CH3:8])=[C:6]([C:9]2[C:10]([CH3:15])=[N:11][O:12][C:13]=2[CH3:14])[C:5]([C:16]2[CH:21]=[CH:20][CH:19]=[C:18]([F:22])[CH:17]=2)=[C:4]([CH:23]([NH2:32])[CH3:24])[CH:3]=1, predict the reactants needed to synthesize it. The reactants are: [Cl:1][C:2]1[C:7]([CH3:8])=[C:6]([C:9]2[C:10]([CH3:15])=[N:11][O:12][C:13]=2[CH3:14])[C:5]([C:16]2[CH:21]=[CH:20][CH:19]=[C:18]([F:22])[CH:17]=2)=[C:4]([C:23](=O)[CH3:24])[CH:3]=1.C([O-])(=O)C.[NH4+].C([BH3-])#[N:32].[Na+].O1CCCC1. (4) Given the product [O:15]=[S:14]1[N:8]([CH2:1][C:2]2[CH:7]=[CH:6][CH:5]=[CH:4][CH:3]=2)[CH2:9][CH2:10][O:11]1, predict the reactants needed to synthesize it. The reactants are: [CH2:1]([NH:8][CH2:9][CH2:10][OH:11])[C:2]1[CH:7]=[CH:6][CH:5]=[CH:4][CH:3]=1.[H-].[Na+].[S:14](Cl)(Cl)=[O:15]. (5) Given the product [Cl:37][C:31]1[CH:32]=[C:33]([Cl:36])[CH:34]=[CH:35][C:30]=1[O:29][C:24]1[CH:25]=[CH:26][CH:27]=[CH:28][C:23]=1[C:22]([NH:21][CH:18]1[CH2:19][CH2:20][NH:15][CH2:16][CH2:17]1)=[O:38], predict the reactants needed to synthesize it. The reactants are: FC(F)(F)C(O)=O.C(OC([N:15]1[CH2:20][CH2:19][CH:18]([NH:21][C:22](=[O:38])[C:23]2[CH:28]=[CH:27][CH:26]=[CH:25][C:24]=2[O:29][C:30]2[CH:35]=[CH:34][C:33]([Cl:36])=[CH:32][C:31]=2[Cl:37])[CH2:17][CH2:16]1)=O)(C)(C)C.C([O-])([O-])=O.[K+].[K+].O. (6) Given the product [Cl:1][C:2]1[CH:8]=[CH:7][C:5]([NH:6][C:33](=[O:34])[C:32]2[CH:31]=[CH:30][C:29]([CH2:28][CH:25]3[CH2:24][CH2:23][NH:22][CH2:27][CH2:26]3)=[CH:37][CH:36]=2)=[CH:4][C:3]=1[C:9]1[CH:14]=[CH:13][CH:12]=[CH:11][N:10]=1, predict the reactants needed to synthesize it. The reactants are: [Cl:1][C:2]1[CH:8]=[CH:7][C:5]([NH2:6])=[CH:4][C:3]=1[C:9]1[CH:14]=[CH:13][CH:12]=[CH:11][N:10]=1.C(OC([N:22]1[CH2:27][CH2:26][CH:25]([CH2:28][C:29]2[CH:37]=[CH:36][C:32]([C:33](O)=[O:34])=[CH:31][CH:30]=2)[CH2:24][CH2:23]1)=O)(C)(C)C.Cl. (7) Given the product [CH2:13]([N:20]1[CH2:25][CH:24]([CH3:1])[C:23](=[N:26][N:27]([CH3:29])[CH3:28])[CH:22]([CH3:30])[CH2:21]1)[C:14]1[CH:15]=[CH:16][CH:17]=[CH:18][CH:19]=1, predict the reactants needed to synthesize it. The reactants are: [CH:1](NC(C)C)(C)C.C([Li])CCC.[CH2:13]([N:20]1[CH2:25][CH2:24]/[C:23](=[N:26]\[N:27]([CH3:29])[CH3:28])/[CH:22]([CH3:30])[CH2:21]1)[C:14]1[CH:19]=[CH:18][CH:17]=[CH:16][CH:15]=1.CI. (8) The reactants are: [N:1]1([CH2:7][CH2:8][CH2:9][O-:10])[CH2:6][CH2:5][CH2:4][CH2:3][CH2:2]1.[Na+].Cl[C:13]1[S:14][C:15]2[CH:21]=[CH:20][CH:19]=[CH:18][C:16]=2[N:17]=1. Given the product [N:1]1([CH2:7][CH2:8][CH2:9][O:10][C:13]2[S:14][C:15]3[CH:21]=[CH:20][CH:19]=[CH:18][C:16]=3[N:17]=2)[CH2:6][CH2:5][CH2:4][CH2:3][CH2:2]1, predict the reactants needed to synthesize it. (9) Given the product [OH:37][NH:36][C:34]([N:13]1[CH2:12][CH2:11][CH:10]([N:9]([CH2:8][C:5]2[C:4]([CH3:26])=[CH:3][C:2]([Cl:1])=[CH:7][N:6]=2)[CH2:16][C:17]2[C:22]([CH:23]([CH3:24])[CH3:25])=[CH:21][CH:20]=[CH:19][N:18]=2)[CH2:15][CH2:14]1)=[O:27], predict the reactants needed to synthesize it. The reactants are: [Cl:1][C:2]1[CH:3]=[C:4]([CH3:26])[C:5]([CH2:8][N:9]([CH2:16][C:17]2[C:22]([CH:23]([CH3:25])[CH3:24])=[CH:21][CH:20]=[CH:19][N:18]=2)[CH:10]2[CH2:15][CH2:14][NH:13][CH2:12][CH2:11]2)=[N:6][CH:7]=1.[O:27]([C:34]([NH:36][OH:37])=O)C1C=CC=CC=1.